Binary Classification. Given a miRNA mature sequence and a target amino acid sequence, predict their likelihood of interaction. From a dataset of Experimentally validated miRNA-target interactions with 360,000+ pairs, plus equal number of negative samples. (1) The miRNA is mmu-miR-350-3p with sequence UUCACAAAGCCCAUACACUUUC. The protein sequence of the target gene is MVLIKEFRVVLPCSVQEYQVGQLYSVAEASKNETGGGEGIEVLKNEPYENDGEKGQYTHKIYHLKSKVPAFVRMIAPEGSLVFHEKAWNAYPYCRTIVTNEYMKDDFFIKIETWHKPDLGTLENVHGLDPNTWKTVEIVHIDIADRSQVEPADYKADEDPALFHSVKTKRGPLGPNWKKELANTPDCPRMCAYKLVTIKFKWWGLQSKVENFIQKQEKRIFTNLHRQLFCWIDKWIDLTMEDIRRMEDETQKELETMRKKGSVRGTSAADA. Result: 0 (no interaction). (2) The miRNA is hsa-miR-649 with sequence AAACCUGUGUUGUUCAAGAGUC. The protein sequence of the target gene is MASVSELACIYSALILHDDEVTVTEDKINALIKAAGVNVEPFWPGLFAKALANVNIGSLICNVGAGGPAPAAGAAPAGGPAPSTAAAPAEEKKVEAKKEESEESDDDMGFGLFD. Result: 0 (no interaction). (3) The miRNA is hsa-miR-6855-3p with sequence AGACUGACCUUCAACCCCACAG. The protein sequence of the target gene is MIEESGNKRKTMAEKRQLFIEMRAQNFDVIRLSTYRTACKLRFVQKRCNLHLVDIWNMIEAFRDNGLNTLDHTTEISVSRLETVISSIYYQLNKRLPSTHQISVEQSISLLLNFMIAAYDSEGRGKLTVFSVKAMLATMCGGKMLDKLRYVFSQMSDSNGLMIFSKFDQFLKEVLKLPTAVFEGPSFGYTEHSVRTCFPQQRKIMLNMFLDTMMADPPPQCLVWLPLMHRLAHVENVFHPVECSYCRCESMMGFRYRCQQCHNYQLCQNCFWRGHAGGPHSNQHQMKEHSSWKSPAKKLS.... Result: 0 (no interaction).